Dataset: Reaction yield outcomes from USPTO patents with 853,638 reactions. Task: Predict the reaction yield, written as a fraction of the theoretical maximum amount of product (1.0 means a 100% yield; for example, 0.34 means a 34% yield). (1) The reactants are [CH3:1][O:2][CH2:3][C:4](=[O:18])[C:5](=[N:10][NH:11][C:12]1[CH:13]=[N:14][CH:15]=[CH:16][CH:17]=1)[C:6]([O:8][CH3:9])=[O:7].[CH3:19]OC(OC)N(C)C. No catalyst specified. The product is [CH3:1][O:2][C:3]1[C:4](=[O:18])[C:5]([C:6]([O:8][CH3:9])=[O:7])=[N:10][N:11]([C:12]2[CH:13]=[N:14][CH:15]=[CH:16][CH:17]=2)[CH:19]=1. The yield is 0.640. (2) The yield is 0.860. The product is [Cl:2][C:3]1[CH:4]=[C:5]([C:8]2[O:12][N:11]=[C:10]([C@H:13]3[CH2:18][CH2:17][CH2:16][N:15]([C:26]([C:24]4[CH:23]=[CH:22][N:21]=[C:20]([F:19])[CH:25]=4)=[O:27])[CH2:14]3)[N:9]=2)[NH:6][CH:7]=1. The reactants are Cl.[Cl:2][C:3]1[CH:4]=[C:5]([C:8]2[O:12][N:11]=[C:10]([C@H:13]3[CH2:18][CH2:17][CH2:16][NH:15][CH2:14]3)[N:9]=2)[NH:6][CH:7]=1.[F:19][C:20]1[CH:25]=[C:24]([C:26](O)=[O:27])[CH:23]=[CH:22][N:21]=1. No catalyst specified. (3) The reactants are [CH3:1][O:2][C:3](=[O:21])[CH:4]=[CH:5][C:6]1[CH:11]=[CH:10][C:9]([CH2:12][NH:13]C(OC(C)(C)C)=O)=[CH:8][CH:7]=1.FC(F)(F)C(O)=O. The catalyst is ClCCl. The product is [CH3:1][O:2][C:3](=[O:21])[CH:4]=[CH:5][C:6]1[CH:11]=[CH:10][C:9]([CH2:12][NH2:13])=[CH:8][CH:7]=1. The yield is 0.610. (4) The reactants are [Cl:1][C:2]1[CH:10]=[C:9]2[C:5]([CH:6]=[CH:7][NH:8]2)=[CH:4][CH:3]=1.[F:11][C:12]([F:23])([F:22])[C:13](O[C:13](=[O:14])[C:12]([F:23])([F:22])[F:11])=[O:14].O. The catalyst is O1CCCC1. The product is [Cl:1][C:2]1[CH:10]=[C:9]2[C:5]([C:6]([C:13](=[O:14])[C:12]([F:23])([F:22])[F:11])=[CH:7][NH:8]2)=[CH:4][CH:3]=1. The yield is 0.930.